This data is from Forward reaction prediction with 1.9M reactions from USPTO patents (1976-2016). The task is: Predict the product of the given reaction. (1) Given the reactants [Br:1][C:2]1[CH:12]=[CH:11][C:5]([O:6][CH2:7][C:8]([OH:10])=O)=[C:4](Cl)[CH:3]=1.[NH2:14][C:15]1[CH:16]=[C:17]([CH:21]=[CH:22][N:23]=1)[C:18]([NH2:20])=[O:19].C1CN([P+](ON2N=NC3C=CC=CC2=3)(N2CCCC2)N2CCCC2)CC1.F[P-](F)(F)(F)(F)F.CO, predict the reaction product. The product is: [Br:1][C:2]1[CH:3]=[CH:4][C:5]([O:6][CH2:7][C:8]([NH:14][C:15]2[CH:16]=[C:17]([CH:21]=[CH:22][N:23]=2)[C:18]([NH2:20])=[O:19])=[O:10])=[CH:11][CH:12]=1. (2) Given the reactants C([BH3-])#N.[Na+].[NH:5]1[C:13]2[C:8](=[CH:9][C:10]([C:14]3[N:18]([C:19]4[CH:24]=[CH:23][C:22]([S:25]([NH2:28])(=[O:27])=[O:26])=[CH:21][CH:20]=4)[N:17]=[C:16]([C:29]([F:32])([F:31])[F:30])[CH:15]=3)=[CH:11][CH:12]=2)[CH:7]=[CH:6]1.C(=O)(O)[O-].[Na+], predict the reaction product. The product is: [NH:5]1[C:13]2[C:8](=[CH:9][C:10]([C:14]3[N:18]([C:19]4[CH:24]=[CH:23][C:22]([S:25]([NH2:28])(=[O:27])=[O:26])=[CH:21][CH:20]=4)[N:17]=[C:16]([C:29]([F:31])([F:32])[F:30])[CH:15]=3)=[CH:11][CH:12]=2)[CH2:7][CH2:6]1. (3) Given the reactants CS(O[N:6]=[C:7](Cl)[CH:8]([CH3:10])[CH3:9])(=O)=O.[N-:12]=[C:13]=[S:14].[Na+].[F:16][C:17]1[CH:36]=[C:35]([S:37]([CH3:40])(=[O:39])=[O:38])[C:34]([F:41])=[CH:33][C:18]=1[O:19][CH:20]1[CH2:25][CH2:24][CH2:23][N:22]([CH:26]2[CH2:31][CH2:30][NH:29][CH2:28][CH2:27]2)[C:21]1=[O:32], predict the reaction product. The product is: [F:16][C:17]1[CH:36]=[C:35]([S:37]([CH3:40])(=[O:39])=[O:38])[C:34]([F:41])=[CH:33][C:18]=1[O:19][CH:20]1[CH2:25][CH2:24][CH2:23][N:22]([CH:26]2[CH2:31][CH2:30][N:29]([C:13]3[S:14][N:6]=[C:7]([CH:8]([CH3:9])[CH3:10])[N:12]=3)[CH2:28][CH2:27]2)[C:21]1=[O:32]. (4) Given the reactants C([S:8][CH2:9][C@@H:10]([C:28]([OH:30])=[O:29])[NH:11][CH2:12][CH2:13][NH:14][C@H:15]([C:25]([OH:27])=[O:26])[CH2:16][S:17]CC1C=CC=CC=1)C1C=CC=CC=1.C(Cl)C1C=CC=CC=1.Cl, predict the reaction product. The product is: [CH2:12]([NH:11][C@H:10]([C:28]([OH:30])=[O:29])[CH2:9][SH:8])[CH2:13][NH:14][C@H:15]([C:25]([OH:27])=[O:26])[CH2:16][SH:17]. (5) Given the reactants C[O:2][C:3]([C:5]1[C:6]([C:11]2[CH:16]=[CH:15][C:14]([O:17][C:18]([F:21])([F:20])[F:19])=[CH:13][CH:12]=2)=[N:7][O:8][C:9]=1[NH2:10])=[O:4].[OH-].[Na+], predict the reaction product. The product is: [NH2:10][C:9]1[O:8][N:7]=[C:6]([C:11]2[CH:12]=[CH:13][C:14]([O:17][C:18]([F:20])([F:21])[F:19])=[CH:15][CH:16]=2)[C:5]=1[C:3]([OH:4])=[O:2]. (6) Given the reactants [OH:1][CH2:2][C:3]([NH:5][NH2:6])=[O:4].[F:7][C:8]1[CH:9]=[C:10]2[C:15](=[C:16]([F:18])[CH:17]=1)[N:14]=[C:13]([NH2:19])[N:12]=[C:11]2N1C=NC=N1, predict the reaction product. The product is: [NH2:19][C:13]1[N:12]=[C:11]([NH:6][NH:5][C:3](=[O:4])[CH2:2][OH:1])[C:10]2[C:15](=[C:16]([F:18])[CH:17]=[C:8]([F:7])[CH:9]=2)[N:14]=1. (7) Given the reactants [CH3:1][O:2][C:3]1[CH:10]=[CH:9][C:6]([CH2:7][NH2:8])=[CH:5][CH:4]=1.[CH3:11][C:12]([CH3:14])=O.C(O[BH-](OC(=O)C)OC(=O)C)(=O)C.[Na+], predict the reaction product. The product is: [CH:12]([NH:8][CH2:7][C:6]1[CH:9]=[CH:10][C:3]([O:2][CH3:1])=[CH:4][CH:5]=1)([CH3:14])[CH3:11]. (8) Given the reactants [NH:1]1[CH:5]=[CH:4][N:3]=[CH:2]1.[H-].[Na+].BrC[C:10]1[CH:15]=[CH:14][C:13]([C:16]#[C:17][C:18]2[CH:28]=[CH:27][C:21]([C:22]([O:24][CH2:25][CH3:26])=[O:23])=[CH:20][CH:19]=2)=[CH:12][C:11]=1[CH3:29].[CH3:30]N(C=O)C, predict the reaction product. The product is: [N:1]1([C:10]2[CH:15]=[CH:14][C:13]([C:16]#[C:17][C:18]3[CH:19]=[CH:20][C:21]([C:22]([O:24][CH2:25][CH3:26])=[O:23])=[CH:27][CH:28]=3)=[C:12]([CH3:30])[C:11]=2[CH3:29])[CH:5]=[CH:4][N:3]=[CH:2]1.